This data is from Forward reaction prediction with 1.9M reactions from USPTO patents (1976-2016). The task is: Predict the product of the given reaction. Given the reactants C([NH:4][C@:5]1([C:22](NC(C)(C)C)=[O:23])[C@@H:9]([CH2:10][CH2:11][CH2:12][B:13]2[O:17]C(C)(C)C(C)(C)[O:14]2)[CH2:8][NH:7][CH2:6]1)(=O)C.C([N:39]1[CH2:44][CH2:43][C:42](=O)[CH2:41][CH2:40]1)(OCC1C=CC=CC=1)=O.S([O-])([O-])(=O)=[O:47].[Na+].[Na+].C(O)(=O)C.C(O[BH-](OC(=O)C)OC(=O)C)(=O)C.[Na+].C(=O)([O-])[O-].[Na+].[Na+], predict the reaction product. The product is: [NH2:4][C@:5]1([C:22]([OH:23])=[O:47])[C@@H:9]([CH2:10][CH2:11][CH2:12][B:13]([OH:14])[OH:17])[CH2:8][N:7]([CH:42]2[CH2:43][CH2:44][NH:39][CH2:40][CH2:41]2)[CH2:6]1.